From a dataset of Forward reaction prediction with 1.9M reactions from USPTO patents (1976-2016). Predict the product of the given reaction. (1) Given the reactants Cl[C:2]1[CH:11]=[CH:10][N:9]=[C:8]2[C:3]=1[CH:4]=[CH:5][C:6]([CH3:12])=[N:7]2.[NH2:13][C:14]1[CH:33]=[C:32]([Cl:34])[CH:31]=[CH:30][C:15]=1[O:16][C:17]1[CH:29]=[CH:28][C:20]([C:21]([NH:23][CH2:24][CH2:25][O:26][CH3:27])=[O:22])=[CH:19][CH:18]=1, predict the reaction product. The product is: [Cl:34][C:32]1[CH:31]=[CH:30][C:15]([O:16][C:17]2[CH:29]=[CH:28][C:20]([C:21]([NH:23][CH2:24][CH2:25][O:26][CH3:27])=[O:22])=[CH:19][CH:18]=2)=[C:14]([NH:13][C:2]2[C:3]3[C:8](=[N:7][C:6]([CH3:12])=[CH:5][CH:4]=3)[N:9]=[CH:10][CH:11]=2)[CH:33]=1. (2) Given the reactants [F:1][C:2]1[CH:3]=[CH:4][C:5]([O:10][CH3:11])=[C:6]([CH:9]=1)[CH:7]=O.[CH:12]1([NH2:15])[CH2:14][CH2:13]1, predict the reaction product. The product is: [CH:12]1([NH:15][CH2:7][C:6]2[CH:9]=[C:2]([F:1])[CH:3]=[CH:4][C:5]=2[O:10][CH3:11])[CH2:14][CH2:13]1. (3) Given the reactants [F:1][C:2]1[C:7]([O:8][CH3:9])=[CH:6][C:5]([O:10][CH3:11])=[C:4]([F:12])[C:3]=1[N:13]1[CH2:18][C:17]2[CH:19]=[N:20][C:21]3[NH:25][CH:24]=[CH:23][C:22]=3[C:16]=2[N:15]([CH3:26])[C:14]1=[O:27].[Br:28]N1C(=O)CCC1=O.[CH3:36][Si:37]([CH3:44])([CH3:43])[CH2:38][CH2:39][O:40][CH2:41]Cl, predict the reaction product. The product is: [Br:28][C:23]1[C:22]2[C:16]3[N:15]([CH3:26])[C:14](=[O:27])[N:13]([C:3]4[C:2]([F:1])=[C:7]([O:8][CH3:9])[CH:6]=[C:5]([O:10][CH3:11])[C:4]=4[F:12])[CH2:18][C:17]=3[CH:19]=[N:20][C:21]=2[N:25]([CH2:41][O:40][CH2:39][CH2:38][Si:37]([CH3:44])([CH3:43])[CH3:36])[CH:24]=1. (4) Given the reactants C([O:4][C@H:5]1[CH2:10][CH2:9][C@@:8]([C@H:12]2[CH2:20][CH2:19][C@@:18]3([CH3:21])[C@@H:14]([CH2:15][CH2:16][C:17]3=[CH2:22])[C@@H:13]2[CH2:23][N:24]2[C:28]3[CH:29]=[CH:30][CH:31]=[CH:32][C:27]=3[N:26]=[CH:25]2)([CH3:11])[C@@H:7]([CH2:33][O:34]C(=O)C)[CH2:6]1)(=O)C.C(=O)([O-])[O-].[K+].[K+], predict the reaction product. The product is: [N:24]1([CH2:23][C@@H:13]2[C@@H:12]([C@@:8]3([CH3:11])[CH2:9][CH2:10][C@H:5]([OH:4])[CH2:6][C@@H:7]3[CH2:33][OH:34])[CH2:20][CH2:19][C@@:18]3([CH3:21])[C@H:14]2[CH2:15][CH2:16][C:17]3=[CH2:22])[C:28]2[CH:29]=[CH:30][CH:31]=[CH:32][C:27]=2[N:26]=[CH:25]1. (5) Given the reactants Cl[C:2]1[N:3]=[C:4]([NH:11][C:12]2[CH:17]=[CH:16][C:15]([O:18][CH3:19])=[C:14]([O:20][CH3:21])[CH:13]=2)[C:5]2[N:10]=[CH:9][S:8][C:6]=2[N:7]=1.CC1(C)C(C)(C)OB([C:30]2[CH:31]=[C:32]([CH:45]=[CH:46][CH:47]=2)[CH2:33][CH2:34][C:35]2[CH:44]=[CH:43][C:38]([C:39]([O:41][CH3:42])=[O:40])=[CH:37][CH:36]=2)O1.C([O-])([O-])=O.[Na+].[Na+].O, predict the reaction product. The product is: [CH3:21][O:20][C:14]1[CH:13]=[C:12]([NH:11][C:4]2[C:5]3[N:10]=[CH:9][S:8][C:6]=3[N:7]=[C:2]([C:30]3[CH:31]=[C:32]([CH:45]=[CH:46][CH:47]=3)[CH2:33][CH2:34][C:35]3[CH:36]=[CH:37][C:38]([C:39]([O:41][CH3:42])=[O:40])=[CH:43][CH:44]=3)[N:3]=2)[CH:17]=[CH:16][C:15]=1[O:18][CH3:19]. (6) Given the reactants Br[C:2]1[CH:3]=[C:4]([NH:13][CH2:14][C:15]2[C:20]([CH3:21])=[CH:19][CH:18]=[CH:17][C:16]=2[CH3:22])[C:5]2[N:6]([C:8]([CH3:12])=[C:9]([CH3:11])[N:10]=2)[CH:7]=1.[OH:23][C:24]1[N:29]=[CH:28][C:27]([C:30]([O:32][CH2:33][C:34]2[CH:39]=[CH:38][CH:37]=[CH:36][CH:35]=2)=[O:31])=[CH:26][CH:25]=1.P([O-])([O-])([O-])=O.[K+].[K+].[K+].CNCCNC, predict the reaction product. The product is: [CH3:22][C:16]1[CH:17]=[CH:18][CH:19]=[C:20]([CH3:21])[C:15]=1[CH2:14][NH:13][C:4]1[C:5]2[N:6]([C:8]([CH3:12])=[C:9]([CH3:11])[N:10]=2)[CH:7]=[C:2]([N:29]2[C:24](=[O:23])[CH:25]=[CH:26][C:27]([C:30]([O:32][CH2:33][C:34]3[CH:39]=[CH:38][CH:37]=[CH:36][CH:35]=3)=[O:31])=[CH:28]2)[CH:3]=1. (7) Given the reactants [CH3:1][N:2]1[CH2:7][CH2:6][NH:5][CH2:4][CH2:3]1.Cl[C:9]1[C:14]([N+:15]([O-:17])=[O:16])=[C:13]([NH2:18])[CH:12]=[CH:11][N:10]=1, predict the reaction product. The product is: [CH3:1][N:2]1[CH2:7][CH2:6][N:5]([C:9]2[C:14]([N+:15]([O-:17])=[O:16])=[C:13]([NH2:18])[CH:12]=[CH:11][N:10]=2)[CH2:4][CH2:3]1.